The task is: Predict the reactants needed to synthesize the given product.. This data is from Full USPTO retrosynthesis dataset with 1.9M reactions from patents (1976-2016). (1) The reactants are: [F:1][C:2]1[CH:7]=[CH:6][C:5]([C:8]#[C:9][C@:10]2([OH:17])[CH2:14][CH2:13][N:12]([CH3:15])[C:11]2=[O:16])=[CH:4][C:3]=1[C:18]1[N:23]=[C:22]([C:24]([O:26]CC)=O)[C:21]([NH:29][CH2:30][CH2:31][O:32][CH3:33])=[CH:20][N:19]=1.[NH3:34]. Given the product [F:1][C:2]1[CH:7]=[CH:6][C:5]([C:8]#[C:9][C@:10]2([OH:17])[CH2:14][CH2:13][N:12]([CH3:15])[C:11]2=[O:16])=[CH:4][C:3]=1[C:18]1[N:23]=[C:22]([C:24]([NH2:34])=[O:26])[C:21]([NH:29][CH2:30][CH2:31][O:32][CH3:33])=[CH:20][N:19]=1, predict the reactants needed to synthesize it. (2) Given the product [CH:1]([N:4]1[CH2:5][CH2:6][CH:7]([NH:10][C:11]([C:13]2[N:17]([CH2:29][C:30](=[O:31])[NH:32][C:33]3[CH:38]=[CH:37][C:36]([Cl:39])=[CH:35][N:34]=3)[C:16]3[CH:18]=[CH:19][C:20]([S:22]([CH2:25][CH2:26][OH:27])(=[O:23])=[O:24])=[CH:21][C:15]=3[N:14]=2)=[O:12])[CH2:8][CH2:9]1)([CH3:3])[CH3:2].[CH:1]([N:4]1[CH2:5][CH2:6][CH:7]([NH:10][C:11]([C:13]2[N:14]([CH2:29][C:30](=[O:31])[NH:32][C:33]3[CH:38]=[CH:37][C:36]([Cl:39])=[CH:35][N:34]=3)[C:15]3[CH:21]=[C:20]([S:22]([CH2:25][CH2:26][OH:27])(=[O:23])=[O:24])[CH:19]=[CH:18][C:16]=3[N:17]=2)=[O:12])[CH2:8][CH2:9]1)([CH3:3])[CH3:2], predict the reactants needed to synthesize it. The reactants are: [CH:1]([N:4]1[CH2:9][CH2:8][CH:7]([NH:10][C:11]([C:13]2[NH:17][C:16]3[CH:18]=[CH:19][C:20]([S:22]([CH2:25][CH2:26][OH:27])(=[O:24])=[O:23])=[CH:21][C:15]=3[N:14]=2)=[O:12])[CH2:6][CH2:5]1)([CH3:3])[CH3:2].Br[CH2:29][C:30]([NH:32][C:33]1[CH:38]=[CH:37][C:36]([Cl:39])=[CH:35][N:34]=1)=[O:31].CC#N.O. (3) Given the product [Br:21][C:4]1[CH:3]=[C:2]([CH3:1])[CH:7]=[C:6]([C:8]2[CH:13]=[CH:12][C:11]([C:14]([F:17])([F:16])[F:15])=[CH:10][CH:9]=2)[N:5]=1, predict the reactants needed to synthesize it. The reactants are: [CH3:1][C:2]1[CH:7]=[C:6]([C:8]2[CH:13]=[CH:12][C:11]([C:14]([F:17])([F:16])[F:15])=[CH:10][CH:9]=2)[NH:5][C:4](=O)[CH:3]=1.P(Br)(Br)([Br:21])=O.